Predict the reaction yield, written as a fraction of the theoretical maximum amount of product (1.0 means a 100% yield; for example, 0.34 means a 34% yield). From a dataset of Reaction yield outcomes from USPTO patents with 853,638 reactions. (1) The reactants are [OH:1][CH2:2][C@@H:3]([NH:14][C:15]([O:17][CH2:18][C:19]1[CH:24]=[CH:23][CH:22]=[CH:21][CH:20]=1)=[O:16])[CH2:4][N:5]1[CH2:13][CH2:12][CH2:11][C@H:6]1[C:7]([O:9][CH3:10])=[O:8].C(N(CC)CC)C.[CH3:32][S:33](Cl)(=[O:35])=[O:34]. The catalyst is ClCCl.CN(C)C1C=CN=CC=1. The product is [CH3:32][S:33]([O:1][CH2:2][C@@H:3]([NH:14][C:15]([O:17][CH2:18][C:19]1[CH:20]=[CH:21][CH:22]=[CH:23][CH:24]=1)=[O:16])[CH2:4][N:5]1[CH2:13][CH2:12][CH2:11][C@H:6]1[C:7]([O:9][CH3:10])=[O:8])(=[O:35])=[O:34]. The yield is 1.00. (2) The reactants are [O:1]1[C:5]2[CH:6]=[CH:7][CH:8]=[CH:9][C:4]=2[CH:3]=[C:2]1[C:10]1[N:14]2[N:15]=[C:16](Cl)[CH:17]=[CH:18][C:13]2=[N:12][CH:11]=1.[O:20]1[CH2:25][CH2:24][CH2:23][CH2:22][CH:21]1[O:26][CH2:27][C@H:28]1[NH:32][C:31](=[O:33])[CH2:30][CH2:29]1.C(=O)([O-])[O-].[Cs+].[Cs+].CC1(C)C2C=CC=C(P(C3C=CC=CC=3)C3C=CC=CC=3)C=2OC2C1=CC=CC=2P(C1C=CC=CC=1)C1C=CC=CC=1. No catalyst specified. The product is [O:1]1[C:5]2[CH:6]=[CH:7][CH:8]=[CH:9][C:4]=2[CH:3]=[C:2]1[C:10]1[N:14]2[N:15]=[C:16]([N:32]3[C@H:28]([CH2:27][O:26][CH:21]4[CH2:22][CH2:23][CH2:24][CH2:25][O:20]4)[CH2:29][CH2:30][C:31]3=[O:33])[CH:17]=[CH:18][C:13]2=[N:12][CH:11]=1. The yield is 0.910. (3) The catalyst is CO. The product is [CH3:16][N:17]([CH3:19])/[CH:18]=[CH:2]/[C:1]([C:4]1[CH:13]=[CH:12][C:7]([C:8]([O:10][CH3:11])=[O:9])=[CH:6][CH:5]=1)=[O:3]. The yield is 0.840. The reactants are [C:1]([C:4]1[CH:13]=[CH:12][C:7]([C:8]([O:10][CH3:11])=[O:9])=[CH:6][CH:5]=1)(=[O:3])[CH3:2].CO[CH:16](OC)[N:17]([CH3:19])[CH3:18]. (4) The reactants are Cl.[CH3:2][NH:3][CH3:4].[Cl:5][C:6]1[N:11]=[C:10]([Cl:12])[CH:9]=[C:8](Cl)[N:7]=1. The catalyst is C(Cl)Cl. The product is [Cl:5][C:6]1[N:7]=[C:8]([N:3]([CH3:4])[CH3:2])[CH:9]=[C:10]([Cl:12])[N:11]=1. The yield is 0.600. (5) The reactants are [Br:1][C:2]1[CH:3]=[C:4]([C:8]([NH:10][NH2:11])=[O:9])[CH:5]=[N:6][CH:7]=1.CN1CCOCC1.[Cl:19][CH2:20][C:21](Cl)=[O:22]. The catalyst is C(Cl)Cl. The product is [Br:1][C:2]1[CH:3]=[C:4]([C:8]([NH:10][NH:11][C:21](=[O:22])[CH2:20][Cl:19])=[O:9])[CH:5]=[N:6][CH:7]=1. The yield is 0.900. (6) The reactants are [CH3:1][O:2][CH2:3][O:4][C:5]1[CH:10]=[CH:9][C:8]([C:11]2[CH:12]=[C:13]([C:27](O)=[O:28])[C:14]3[C:19]([CH3:20])=[N:18][N:17]([CH:21]4[CH2:26][CH2:25][CH2:24][CH2:23][O:22]4)[C:15]=3[N:16]=2)=[CH:7][CH:6]=1.CCN(C(C)C)C(C)C.[C:39]([O:43][C:44]([N:46]1[CH2:51][CH2:50][NH:49][C@H:48]([CH2:52][C:53]([F:56])([F:55])[F:54])[CH2:47]1)=[O:45])([CH3:42])([CH3:41])[CH3:40]. The catalyst is C(Cl)Cl.O. The product is [C:39]([O:43][C:44]([N:46]1[CH2:51][CH2:50][N:49]([C:27]([C:13]2[C:14]3[C:19]([CH3:20])=[N:18][N:17]([CH:21]4[CH2:26][CH2:25][CH2:24][CH2:23][O:22]4)[C:15]=3[N:16]=[C:11]([C:8]3[CH:9]=[CH:10][C:5]([O:4][CH2:3][O:2][CH3:1])=[CH:6][CH:7]=3)[CH:12]=2)=[O:28])[C@H:48]([CH2:52][C:53]([F:55])([F:56])[F:54])[CH2:47]1)=[O:45])([CH3:42])([CH3:40])[CH3:41]. The yield is 0.600. (7) The reactants are [CH2:1]([O:3][C:4]1[CH:5]=[C:6]2[C:11](=[C:12]3[CH2:16][C:15]([CH3:18])([CH3:17])[O:14][C:13]=13)[C:10]([C:19]1[CH:29]=[CH:28][C:22]([C:23]([O:25][CH2:26][CH3:27])=[O:24])=[C:21]([NH:30][CH2:31][C:32]3[CH:37]=[CH:36][CH:35]=[CH:34][CH:33]=3)[CH:20]=1)=[N:9][C:8]([CH3:39])([CH3:38])[CH2:7]2)[CH3:2].C(N(CC)CC)C.[C:47](Cl)(=[O:49])[CH3:48].[H-].[Na+]. The catalyst is O1CCCC1. The product is [C:47]([N:30]([CH2:31][C:32]1[CH:33]=[CH:34][CH:35]=[CH:36][CH:37]=1)[C:21]1[CH:20]=[C:19]([C:10]2[C:11]3[C:6](=[CH:5][C:4]([O:3][CH2:1][CH3:2])=[C:13]4[O:14][C:15]([CH3:17])([CH3:18])[CH2:16][C:12]4=3)[CH2:7][C:8]([CH3:39])([CH3:38])[N:9]=2)[CH:29]=[CH:28][C:22]=1[C:23]([O:25][CH2:26][CH3:27])=[O:24])(=[O:49])[CH3:48]. The yield is 0.430. (8) The reactants are [Br:1][C:2]1[CH:7]=[CH:6][C:5]([CH3:8])=[CH:4][N:3]=1.[Br:9]N1C(=O)CCC1=O. The catalyst is C(Cl)(Cl)(Cl)Cl.C(OOC(=O)C1C=CC=CC=1)(=O)C1C=CC=CC=1. The product is [Br:1][C:2]1[CH:7]=[CH:6][C:5]([CH2:8][Br:9])=[CH:4][N:3]=1. The yield is 0.200. (9) The reactants are [F:1][C:2]1[CH:7]=[CH:6][N:5]=[C:4]2[N:8]([Si:11]([CH:18]([CH3:20])[CH3:19])([CH:15]([CH3:17])[CH3:16])[CH:12]([CH3:14])[CH3:13])[CH:9]=[CH:10][C:3]=12.[Li]C(CC)C.[Cl:26]C(Cl)(Cl)C(Cl)(Cl)Cl. The catalyst is C1COCC1. The product is [Cl:26][C:7]1[C:2]([F:1])=[C:3]2[CH:10]=[CH:9][N:8]([Si:11]([CH:15]([CH3:17])[CH3:16])([CH:18]([CH3:20])[CH3:19])[CH:12]([CH3:13])[CH3:14])[C:4]2=[N:5][CH:6]=1. The yield is 0.620. (10) The catalyst is ClCCl. The product is [CH3:1][C:2]1[C:3]2[N:4]([N:9]=[C:10]([C:12]3[C:13](=[O:35])[O:14][C:15]4[C:20]([CH:21]=3)=[CH:19][CH:18]=[C:17]([CH:22]3[CH2:23][CH2:24][NH:25][CH2:26][CH2:27]3)[CH:16]=4)[CH:11]=2)[CH:5]=[C:6]([CH3:8])[N:7]=1. The yield is 1.00. The reactants are [CH3:1][C:2]1[C:3]2[N:4]([N:9]=[C:10]([C:12]3[C:13](=[O:35])[O:14][C:15]4[C:20]([CH:21]=3)=[CH:19][CH:18]=[C:17]([CH:22]3[CH2:27][CH2:26][N:25](C(OC(C)(C)C)=O)[CH2:24][CH2:23]3)[CH:16]=4)[CH:11]=2)[CH:5]=[C:6]([CH3:8])[N:7]=1.C(O)(C(F)(F)F)=O.